Dataset: Peptide-MHC class II binding affinity with 134,281 pairs from IEDB. Task: Regression. Given a peptide amino acid sequence and an MHC pseudo amino acid sequence, predict their binding affinity value. This is MHC class II binding data. The peptide sequence is RQDILDLWIYHTQG. The MHC is DRB1_0103 with pseudo-sequence DRB1_0103. The binding affinity (normalized) is 0.